Dataset: Forward reaction prediction with 1.9M reactions from USPTO patents (1976-2016). Task: Predict the product of the given reaction. (1) Given the reactants [Cl:1][C:2]1[CH:3]=[CH:4][C:5]2[C:6]3[C:11]([CH:12]([CH3:25])[N:13]([C:16]([C:18]4[CH:23]=[CH:22][C:21]([OH:24])=[CH:20][CH:19]=4)=[O:17])[C:14]=2[CH:15]=1)=[CH:10][CH:9]=[CH:8][CH:7]=3, predict the reaction product. The product is: [Cl:1][C:2]1[CH:3]=[CH:4][C:5]2[C:6]3[C:11]([C@H:12]([CH3:25])[N:13]([C:16]([C:18]4[CH:19]=[CH:20][C:21]([OH:24])=[CH:22][CH:23]=4)=[O:17])[C:14]=2[CH:15]=1)=[CH:10][CH:9]=[CH:8][CH:7]=3. (2) Given the reactants OC1C=CC=CN=1.[C:8]([O:12][C:13](=[O:41])[NH:14][C@H:15]([C@@H:34]1[CH2:38][C@@H:37]([CH3:39])[C:36](=[O:40])[O:35]1)[CH2:16][N:17]1[CH2:22][C:21](=[O:23])[N:20]([C:24]2[CH:29]=[C:28]([F:30])[CH:27]=[CH:26][C:25]=2[Cl:31])[CH2:19][C:18]1([CH3:33])[CH3:32])([CH3:11])([CH3:10])[CH3:9].[CH3:42][C:43]([CH3:47])([CH3:46])[CH2:44][NH2:45], predict the reaction product. The product is: [C:8]([O:12][C:13](=[O:41])[NH:14][C@@H:15]([CH2:16][N:17]1[CH2:22][C:21](=[O:23])[N:20]([C:24]2[CH:29]=[C:28]([F:30])[CH:27]=[CH:26][C:25]=2[Cl:31])[CH2:19][C:18]1([CH3:32])[CH3:33])[C@@H:34]([OH:35])[CH2:38][C@H:37]([C:36](=[O:40])[NH:45][CH2:44][C:43]([CH3:47])([CH3:46])[CH3:42])[CH3:39])([CH3:9])([CH3:11])[CH3:10]. (3) Given the reactants Cl[C:2]1[N:7]=[C:6]([N:8]2[CH:12]=[CH:11][N:10]=[C:9]2[C:13]2[CH:18]=[CH:17][CH:16]=[CH:15][CH:14]=2)[CH:5]=[CH:4][N:3]=1.[NH2:19][C:20]1[CH:21]=[N:22][CH:23]=[CH:24][CH:25]=1.CC([O-])(C)C.[Na+], predict the reaction product. The product is: [C:13]1([C:9]2[N:8]([C:6]3[CH:5]=[CH:4][N:3]=[C:2]([NH:19][C:20]4[CH:21]=[N:22][CH:23]=[CH:24][CH:25]=4)[N:7]=3)[CH:12]=[CH:11][N:10]=2)[CH:18]=[CH:17][CH:16]=[CH:15][CH:14]=1.